Dataset: Peptide-MHC class I binding affinity with 185,985 pairs from IEDB/IMGT. Task: Regression. Given a peptide amino acid sequence and an MHC pseudo amino acid sequence, predict their binding affinity value. This is MHC class I binding data. (1) The peptide sequence is SSSSKAPPPSL. The MHC is Mamu-B01 with pseudo-sequence Mamu-B01. The binding affinity (normalized) is 0. (2) The peptide sequence is IPAPGLGAL. The MHC is HLA-B40:01 with pseudo-sequence HLA-B40:01. The binding affinity (normalized) is 0.0847. (3) The peptide sequence is AVRQFRASV. The MHC is HLA-B48:01 with pseudo-sequence HLA-B48:01. The binding affinity (normalized) is 0.0847. (4) The peptide sequence is AAYFVGYLK. The MHC is HLA-A11:01 with pseudo-sequence HLA-A11:01. The binding affinity (normalized) is 0.893. (5) The peptide sequence is LLSLEIVFF. The MHC is HLA-B15:03 with pseudo-sequence HLA-B15:03. The binding affinity (normalized) is 0.292.